This data is from Experimentally validated miRNA-target interactions with 360,000+ pairs, plus equal number of negative samples. The task is: Binary Classification. Given a miRNA mature sequence and a target amino acid sequence, predict their likelihood of interaction. (1) Result: 0 (no interaction). The protein sequence of the target gene is MSSTESAGRTADKSPRQQVDRLLVGLRWRRLEEPLGFIKVLQWLFAIFAFGSCGSYSGETGAMVRCNNEAKDVSSIIVAFGYPFRLHRIQYEMPLCDEESSSKTMHLMGDFSAPAEFFVTLGIFSFFYTMAALVIYLRFHNLYTENKRFPLVDFCVTVSFTFFWLVAAAAWGKGLTDVKGATRPSSLTAAMSVCHGEEAVCSAGATPSMGLANISVLFGFINFFLWAGNCWFVFKETPWHGQGQGQDQDQDQDQGQGPSQESAAEQGAVEKQ. The miRNA is gga-miR-16-5p with sequence UAGCAGCACGUAAAUAUUGGUG. (2) The miRNA is hsa-miR-3919 with sequence GCAGAGAACAAAGGACUCAGU. The protein sequence of the target gene is MAVSVLRLTVVLGLLVLFLTCYADDKPDKPDDKPDDSGKDPKPDFPKFLSLLGTEIIENAVEFILRSMSRSTGFMEFDDNEGKHSSK. Result: 1 (interaction). (3) The miRNA is mmu-miR-503-5p with sequence UAGCAGCGGGAACAGUACUGCAG. The protein sequence of the target gene is MALLLVSLLAFLGSGSGCHHWLCHCSNRVFLCQDSKVTEIPPDLPRNAIELRFVLTKLRVIPKGSFSGFGDLEKIEISQNDVLEVIEADVFSNLPNLHEIRIEKANNLLYINPEAFQNLPSLRYLLISNTGIKHLPAFHKIQSLQKVLLDIQDNINIHIIARNSFMGLSFESVILWLNKNGIQEIHNCAFNGTQLDELNLSDNNNLEELPDDVFQGASGPVVLDISRTKVYSLPNHGLENLKKLRARSTYRLKKLPSLDKFVMLIEASLTYPSHCCAFANWRRQTSELHPICNKSISRQD.... Result: 1 (interaction). (4) The miRNA is mmu-miR-876-5p with sequence UGGAUUUCUCUGUGAAUCACUA. The protein sequence of the target gene is MRPAAAKVPKWLLLALSALLPQWPAASAWELTILHTNDVHSRLEQTSDDSTKCLNASLCVGGVARLFTKVQQIRKEEPNVLFLDAGDQYQGTIWFTVYKGLEVAHFMNILGYDAMALGNHEFDNGVEGLIDPLLRNVKFPILSANIKARGPLAHQISGLFLPSKVLSVGGEVVGIVGYTSKETPFLSNPGTNLVFEDEISALQPEVDKLKTLNVNKIIALGHSGFEMDKLIAQKVRGVDIVVGGHSNTFLYTGNPPSKEVPAGKYPFIVTADDGRQVPVVQAYAFGKYLGYLKVEFDDKG.... Result: 0 (no interaction).